From a dataset of Reaction yield outcomes from USPTO patents with 853,638 reactions. Predict the reaction yield, written as a fraction of the theoretical maximum amount of product (1.0 means a 100% yield; for example, 0.34 means a 34% yield). (1) The reactants are [C:1]1([C:11]2[CH:16]=[CH:15][CH:14]=[CH:13][CH:12]=2)[CH:6]=[CH:5][C:4]([CH2:7][C:8]([OH:10])=O)=[CH:3][CH:2]=1.CCN(C(C)C)C(C)C.C1CN([P+](ON2N=NC3C=CC=CC2=3)(N2CCCC2)N2CCCC2)CC1.F[P-](F)(F)(F)(F)F.[F:59][C:60]1[CH:61]=[C:62]([CH:65]=[CH:66][CH:67]=1)[CH2:63][NH2:64].Cl. The catalyst is CN(C=O)C.O. The product is [F:59][C:60]1[CH:61]=[C:62]([CH:65]=[CH:66][CH:67]=1)[CH2:63][NH:64][C:8](=[O:10])[CH2:7][C:4]1[CH:3]=[CH:2][C:1]([C:11]2[CH:16]=[CH:15][CH:14]=[CH:13][CH:12]=2)=[CH:6][CH:5]=1. The yield is 0.330. (2) The reactants are [Si:1]([O:8][CH2:9][C@H:10]1[CH2:14][C@@H:13]([N:15]2[C:23](=[O:24])[C:22]3[C:17](=[CH:18][CH:19]=[CH:20][CH:21]=3)[C:16]2=[O:25])[C@H:12]([O:26][CH3:27])[C@@H:11]1[OH:28])([C:4]([CH3:7])([CH3:6])[CH3:5])([CH3:3])[CH3:2].N1C=CN=C1.[CH3:34][C:35]([Si:38](Cl)([C:45]1[CH:50]=[CH:49][CH:48]=[CH:47][CH:46]=1)[C:39]1[CH:44]=[CH:43][CH:42]=[CH:41][CH:40]=1)([CH3:37])[CH3:36]. The catalyst is CN(C=O)C.CCOC(C)=O. The product is [Si:1]([O:8][CH2:9][C@H:10]1[CH2:14][C@@H:13]([N:15]2[C:16](=[O:25])[C:17]3[C:22](=[CH:21][CH:20]=[CH:19][CH:18]=3)[C:23]2=[O:24])[C@H:12]([O:26][CH3:27])[C@@H:11]1[O:28][Si:38]([C:35]([CH3:37])([CH3:36])[CH3:34])([C:45]1[CH:46]=[CH:47][CH:48]=[CH:49][CH:50]=1)[C:39]1[CH:44]=[CH:43][CH:42]=[CH:41][CH:40]=1)([C:4]([CH3:7])([CH3:6])[CH3:5])([CH3:3])[CH3:2]. The yield is 0.780. (3) The reactants are [C:1]([O:5][C:6]([N:8]([C:15]1[CH:20]=[CH:19][N:18]=[C:17](Cl)[CH:16]=1)[CH2:9][C:10]([O:12][CH2:13][CH3:14])=[O:11])=[O:7])([CH3:4])([CH3:3])[CH3:2].C(=O)([O-])[O-].[K+].[K+].C1(C)C=CC=CC=1.[CH2:35]([O:42][C:43]1[CH:48]=[CH:47][C:46](B(O)O)=[CH:45][CH:44]=1)[C:36]1[CH:41]=[CH:40][CH:39]=[CH:38][CH:37]=1. The catalyst is C(Cl)(Cl)Cl. The product is [CH2:35]([O:42][C:43]1[CH:48]=[CH:47][C:46]([C:17]2[CH:16]=[C:15]([N:8]([C:6]([O:5][C:1]([CH3:4])([CH3:3])[CH3:2])=[O:7])[CH2:9][C:10]([O:12][CH2:13][CH3:14])=[O:11])[CH:20]=[CH:19][N:18]=2)=[CH:45][CH:44]=1)[C:36]1[CH:41]=[CH:40][CH:39]=[CH:38][CH:37]=1. The yield is 0.720. (4) The reactants are [CH2:1]([O:3][C:4](=[O:12])[C:5]1[CH:10]=[CH:9][CH:8]=[N:7][C:6]=1Cl)[CH3:2].Cl.[CH2:14]([O:21][NH2:22])[C:15]1[CH:20]=[CH:19][CH:18]=[CH:17][CH:16]=1.C(N(CC)C(C)C)(C)C. The catalyst is O1CCOCC1. The product is [CH2:14]([O:21][NH:22][C:6]1[N:7]=[CH:8][CH:9]=[CH:10][C:5]=1[C:4]([O:3][CH2:1][CH3:2])=[O:12])[C:15]1[CH:20]=[CH:19][CH:18]=[CH:17][CH:16]=1. The yield is 0.530. (5) The reactants are Cl[C:2](=[N:13][OH:14])[C@H:3]1[CH2:8][CH2:7][C@H:6]([C:9]([O:11][CH3:12])=[O:10])[CH2:5][CH2:4]1.C(O[C:19]([CH3:21])=[CH2:20])(=O)C.C(N(CC)CC)C. The catalyst is ClCCl. The product is [CH3:12][O:11][C:9]([C@H:6]1[CH2:7][CH2:8][C@H:3]([C:2]2[CH:20]=[C:19]([CH3:21])[O:14][N:13]=2)[CH2:4][CH2:5]1)=[O:10]. The yield is 0.500. (6) The reactants are C(N([CH2:6][CH3:7])CC)C.[Cl:8][CH:9]([C:13]1[CH:18]=[CH:17][CH:16]=[CH:15][CH:14]=1)[C:10](Cl)=[O:11].[OH2:19]. The catalyst is CO. The product is [Cl:8][CH:9]([C:13]1[CH:18]=[CH:17][CH:16]=[CH:15][CH:14]=1)[C:10]([O:19][CH2:6][CH3:7])=[O:11]. The yield is 0.834. (7) The reactants are [CH:1]1[C:13]2[CH2:12][C:11]3[C:6](=[CH:7][CH:8]=[CH:9][CH:10]=3)[C:5]=2[CH:4]=[CH:3][CH:2]=1.[Li][CH2:15][CH2:16]CC.ICC. No catalyst specified. The product is [CH2:15]([CH:12]1[C:11]2[CH:10]=[CH:9][CH:8]=[CH:7][C:6]=2[C:5]2[C:13]1=[CH:1][CH:2]=[CH:3][CH:4]=2)[CH3:16]. The yield is 0.970.